This data is from Reaction yield outcomes from USPTO patents with 853,638 reactions. The task is: Predict the reaction yield, written as a fraction of the theoretical maximum amount of product (1.0 means a 100% yield; for example, 0.34 means a 34% yield). (1) The reactants are [NH2:1][C:2]1[CH:7]=[C:6]([Cl:8])[CH:5]=[CH:4][C:3]=1[SH:9].Cl[CH2:11][C:12]1[N:13]=[C:14]([NH:17][C:18](=[O:24])[O:19][C:20]([CH3:23])([CH3:22])[CH3:21])[S:15][CH:16]=1.C([O-])([O-])=O.[K+].[K+]. The catalyst is CN(C=O)C. The product is [NH2:1][C:2]1[CH:7]=[C:6]([Cl:8])[CH:5]=[CH:4][C:3]=1[S:9][CH2:11][C:12]1[N:13]=[C:14]([NH:17][C:18](=[O:24])[O:19][C:20]([CH3:22])([CH3:21])[CH3:23])[S:15][CH:16]=1. The yield is 0.670. (2) The reactants are Br[C:2]1[C:6]2=[N:7][CH:8]=[C:9]([CH2:11][OH:12])[CH:10]=[C:5]2[N:4]([C:13]([C:15]2[C:20]([C:21]([F:24])([F:23])[F:22])=[CH:19][CH:18]=[CH:17][C:16]=2[Cl:25])=[O:14])[N:3]=1.[F:26][C:27]1[CH:32]=[C:31]([C:33]([O:35][CH3:36])=[O:34])[CH:30]=[CH:29][C:28]=1B(O)O.[O-]P([O-])([O-])=O.[K+].[K+].[K+]. The catalyst is O1CCOCC1.O.C1C=CC(P(C2C=CC=CC=2)[C-]2C=CC=C2)=CC=1.C1C=CC(P(C2C=CC=CC=2)[C-]2C=CC=C2)=CC=1.Cl[Pd]Cl.[Fe+2]. The product is [Cl:25][C:16]1[CH:17]=[CH:18][CH:19]=[C:20]([C:21]([F:24])([F:23])[F:22])[C:15]=1[C:13]([N:4]1[C:5]2[C:6](=[N:7][CH:8]=[C:9]([CH2:11][OH:12])[CH:10]=2)[C:2]([C:28]2[CH:29]=[CH:30][C:31]([C:33]([O:35][CH3:36])=[O:34])=[CH:32][C:27]=2[F:26])=[N:3]1)=[O:14]. The yield is 0.526. (3) The reactants are [CH2:1]([O:8][C:9]1[C:14](=[O:15])[N:13]([CH3:16])[C:12](SC)=[N:11][C:10]=1[C:19]([O:21][CH3:22])=[O:20])[C:2]1[CH:7]=[CH:6][CH:5]=[CH:4][CH:3]=1.[CH3:23]O.C(Cl)Cl.O[O:29][S:30]([O-:32])=O.[K+]. The catalyst is O. The product is [CH3:22][O:21][C:19]([C:10]1[N:11]=[C:12]([S:30]([CH3:23])(=[O:32])=[O:29])[N:13]([CH3:16])[C:14](=[O:15])[C:9]=1[O:8][CH2:1][C:2]1[CH:7]=[CH:6][CH:5]=[CH:4][CH:3]=1)=[O:20]. The yield is 0.600. (4) The reactants are [Br:1][C:2]1[CH:3]=[C:4]2[C:9](=[CH:10][CH:11]=1)[N:8]=[CH:7][CH:6]=[C:5]2I.C([Sn](CCCC)(CCCC)[C:18]1[CH:23]=[CH:22][N:21]=[N:20][CH:19]=1)CCC.CCOC(C)=O. The catalyst is O1CCOCC1.[Pd].C1C=CC(P(C2C=CC=CC=2)[C-]2C=CC=C2)=CC=1.C1C=CC(P(C2C=CC=CC=2)[C-]2C=CC=C2)=CC=1.Cl[Pd]Cl.[Fe+2].C(Cl)Cl. The product is [Br:1][C:2]1[CH:3]=[C:4]2[C:9](=[CH:10][CH:11]=1)[N:8]=[CH:7][CH:6]=[C:5]2[C:18]1[CH:23]=[CH:22][N:21]=[N:20][CH:19]=1. The yield is 0.388. (5) The reactants are [CH3:1][O:2][C:3]1([CH2:16][CH2:17][CH:18]([CH3:20])[CH3:19])[C:12]2[C:7](=[CH:8][CH:9]=[CH:10][CH:11]=2)[C:6]([O:13]C)=[CH:5][C:4]1=[O:15]. The catalyst is CO.[OH-].[Na+]. The product is [CH3:1][O:2][C:3]1([CH2:16][CH2:17][CH:18]([CH3:20])[CH3:19])[C:12]2[C:7](=[CH:8][CH:9]=[CH:10][CH:11]=2)[C:6](=[O:13])[CH2:5][C:4]1=[O:15]. The yield is 0.900. (6) The reactants are [NH:1]1[CH2:6][CH2:5][O:4][CH2:3][CH2:2]1.CCN(CC)CC.[F:14][C:15]1[CH:16]=[C:17]([N+:22]([O-:24])=[O:23])[CH:18]=[CH:19][C:20]=1F. The catalyst is CCOC(C)=O. The product is [F:14][C:15]1[CH:16]=[C:17]([N+:22]([O-:24])=[O:23])[CH:18]=[CH:19][C:20]=1[N:1]1[CH2:6][CH2:5][O:4][CH2:3][CH2:2]1. The yield is 0.990. (7) The reactants are B(Br)(Br)Br.[Br:5][C:6]1[CH:11]=[CH:10][CH:9]=[CH:8][C:7]=1[N:12]1[C:17](=[O:18])[N:16]([C:19]2[CH:24]=[CH:23][CH:22]=[CH:21][C:20]=2[O:25]C)[CH2:15][C:14]([C:27]2[CH:32]=[CH:31][CH:30]=[CH:29][N:28]=2)=[N:13]1. The catalyst is C(Cl)Cl. The product is [Br:5][C:6]1[CH:11]=[CH:10][CH:9]=[CH:8][C:7]=1[N:12]1[C:17](=[O:18])[N:16]([C:19]2[CH:24]=[CH:23][CH:22]=[CH:21][C:20]=2[OH:25])[CH2:15][C:14]([C:27]2[CH:32]=[CH:31][CH:30]=[CH:29][N:28]=2)=[N:13]1. The yield is 0.780. (8) The reactants are [CH3:1][N:2]1[CH:6]=[C:5]([CH2:7][C:8]([O:10]C)=[O:9])[C:4]([O:12][CH2:13][C:14]2[CH:15]=[N:16][C:17]([O:20][CH2:21][C:22]3[N:23]=[C:24]([C:28]4[CH:33]=[CH:32][CH:31]=[CH:30][CH:29]=4)[O:25][C:26]=3[CH3:27])=[CH:18][CH:19]=2)=[N:3]1.[OH-].[Na+].O1CCCC1.Cl. The catalyst is C(O)C. The product is [CH3:1][N:2]1[CH:6]=[C:5]([CH2:7][C:8]([OH:10])=[O:9])[C:4]([O:12][CH2:13][C:14]2[CH:15]=[N:16][C:17]([O:20][CH2:21][C:22]3[N:23]=[C:24]([C:28]4[CH:29]=[CH:30][CH:31]=[CH:32][CH:33]=4)[O:25][C:26]=3[CH3:27])=[CH:18][CH:19]=2)=[N:3]1. The yield is 0.900.